This data is from Reaction yield outcomes from USPTO patents with 853,638 reactions. The task is: Predict the reaction yield, written as a fraction of the theoretical maximum amount of product (1.0 means a 100% yield; for example, 0.34 means a 34% yield). (1) The reactants are P(OC1C=CC=CC=1)(OC1C=CC=CC=1)(O[CH:4]([C:6]1[CH:11]=[CH:10][CH:9]=[CH:8][C:7]=1[S:12]([CH:15]([CH3:17])[CH3:16])(=[O:14])=[O:13])[CH3:5])=O.[N-:32]=[N+:33]=[N-:34].[Na+]. The product is [N:32]([CH:4]([C:6]1[CH:11]=[CH:10][CH:9]=[CH:8][C:7]=1[S:12]([CH:15]([CH3:17])[CH3:16])(=[O:14])=[O:13])[CH3:5])=[N+:33]=[N-:34]. The catalyst is CN(C=O)C.C(OCC)(=O)C. The yield is 0.560. (2) The reactants are Cl[C:2]1[C:7]([CH3:8])=[C:6]([Cl:9])[N:5]=[CH:4][C:3]=1[C:10]([N:12]1[CH2:17][CH2:16][CH:15]([C:18]2[CH:23]=[CH:22][C:21]([F:24])=[CH:20][CH:19]=2)[CH2:14][CH2:13]1)=[O:11].[F:25][C:26]1[C:32]([F:33])=[CH:31][CH:30]=[CH:29][C:27]=1[NH2:28]. No catalyst specified. The product is [Cl:9][C:6]1[N:5]=[CH:4][C:3]([C:10]([N:12]2[CH2:17][CH2:16][CH:15]([C:18]3[CH:23]=[CH:22][C:21]([F:24])=[CH:20][CH:19]=3)[CH2:14][CH2:13]2)=[O:11])=[C:2]([NH:28][C:27]2[CH:29]=[CH:30][CH:31]=[C:32]([F:33])[C:26]=2[F:25])[C:7]=1[CH3:8]. The yield is 0.880. (3) The reactants are [CH3:1][N:2]=[C:3]=[O:4].[NH2:5][C:6]1[CH:7]=[CH:8][C:9]([Cl:36])=[C:10]([CH:35]=1)[C:11]([C:13]1[C:18]([NH:19][S:20]([C:23]2[CH:28]=[CH:27][C:26]([Cl:29])=[C:25]([C:30]([F:33])([F:32])[F:31])[CH:24]=2)(=[O:22])=[O:21])=[CH:17][C:16]([CH3:34])=[CH:15][N:14]=1)=[O:12]. The catalyst is C1COCC1.CC(O)=O. The product is [Cl:29][C:26]1[CH:27]=[CH:28][C:23]([S:20]([NH:19][C:18]2[C:13]([C:11](=[O:12])[C:10]3[CH:35]=[C:6]([NH:5][C:3]([NH:2][CH3:1])=[O:4])[CH:7]=[CH:8][C:9]=3[Cl:36])=[N:14][CH:15]=[C:16]([CH3:34])[CH:17]=2)(=[O:22])=[O:21])=[CH:24][C:25]=1[C:30]([F:33])([F:32])[F:31]. The yield is 0.380. (4) The reactants are Br[C:2]1[S:3][CH:4]=[CH:5][N:6]=1.C(N(CC)CC)C.[CH2:14]([O:17][CH3:18])[C:15]#[CH:16].CCCCCC. The catalyst is COCCOC.[Cu]I.Cl[Pd](Cl)([P](C1C=CC=CC=1)(C1C=CC=CC=1)C1C=CC=CC=1)[P](C1C=CC=CC=1)(C1C=CC=CC=1)C1C=CC=CC=1.C(OCC)(=O)C. The product is [S:3]1[CH:4]=[CH:5][N:6]=[C:2]1[C:16]#[C:15][CH2:14][O:17][CH3:18]. The yield is 0.130. (5) The reactants are Br[CH:2]([CH:8]=O)[CH2:3][C:4]([O:6][CH3:7])=[O:5].[NH2:10][C:11]([NH2:13])=[O:12]. The catalyst is CN(C=O)C. The product is [NH2:13][C:11]1[O:12][C:2]([CH2:3][C:4]([O:6][CH3:7])=[O:5])=[CH:8][N:10]=1. The yield is 0.180. (6) The reactants are [CH2:1]([N:3]1[CH:7]=[C:6]([C:8]2[CH:9]=[C:10]([CH:12]=[CH:13][CH:14]=2)[NH2:11])[C:5]([C:15]2[CH:20]=[CH:19][N:18]=[CH:17][CH:16]=2)=[N:4]1)[CH3:2].[N:21]([C:24]1[CH:29]=[CH:28][C:27]([CH:30]([CH3:32])[CH3:31])=[CH:26][CH:25]=1)=[C:22]=[O:23]. The catalyst is C(Cl)Cl. The product is [CH2:1]([N:3]1[CH:7]=[C:6]([C:8]2[CH:9]=[C:10]([NH:11][C:22]([NH:21][C:24]3[CH:29]=[CH:28][C:27]([CH:30]([CH3:32])[CH3:31])=[CH:26][CH:25]=3)=[O:23])[CH:12]=[CH:13][CH:14]=2)[C:5]([C:15]2[CH:16]=[CH:17][N:18]=[CH:19][CH:20]=2)=[N:4]1)[CH3:2]. The yield is 0.830. (7) The reactants are [NH2:1][CH:2]([CH2:12][C:13]1[CH:18]=[CH:17][C:16]([F:19])=[CH:15][CH:14]=1)[CH:3]([C:5]1[CH:10]=[CH:9][C:8]([F:11])=[CH:7][CH:6]=1)[OH:4].[C:20]1([CH2:26][CH2:27][CH2:28][C:29](O)=[O:30])[CH:25]=[CH:24][CH:23]=[CH:22][CH:21]=1.Cl.C(N=C=NCCCN(C)C)C.ON1C2C=CC=CC=2N=N1. The catalyst is C(#N)C.O. The product is [F:11][C:8]1[CH:7]=[CH:6][C:5]([CH:3]([OH:4])[CH:2]([NH:1][C:29](=[O:30])[CH2:28][CH2:27][CH2:26][C:20]2[CH:25]=[CH:24][CH:23]=[CH:22][CH:21]=2)[CH2:12][C:13]2[CH:14]=[CH:15][C:16]([F:19])=[CH:17][CH:18]=2)=[CH:10][CH:9]=1. The yield is 0.750. (8) The reactants are [F:1][C:2]([F:14])([F:13])[O:3][CH:4]1[CH2:7][CH:6]([C:8]([O:10]CC)=[O:9])[CH2:5]1.[OH-].[Na+]. The catalyst is C1COCC1.O. The product is [F:1][C:2]([F:13])([F:14])[O:3][CH:4]1[CH2:7][CH:6]([C:8]([OH:10])=[O:9])[CH2:5]1. The yield is 0.350.